This data is from Peptide-MHC class I binding affinity with 185,985 pairs from IEDB/IMGT. The task is: Regression. Given a peptide amino acid sequence and an MHC pseudo amino acid sequence, predict their binding affinity value. This is MHC class I binding data. (1) The peptide sequence is TLILSNKLL. The MHC is HLA-A02:02 with pseudo-sequence HLA-A02:02. The binding affinity (normalized) is 0.625. (2) The peptide sequence is NGNFNFERV. The MHC is HLA-A30:01 with pseudo-sequence HLA-A30:01. The binding affinity (normalized) is 0.213.